Dataset: Peptide-MHC class II binding affinity with 134,281 pairs from IEDB. Task: Regression. Given a peptide amino acid sequence and an MHC pseudo amino acid sequence, predict their binding affinity value. This is MHC class II binding data. (1) The peptide sequence is YDKFLANVSTILTGK. The MHC is DRB1_1101 with pseudo-sequence DRB1_1101. The binding affinity (normalized) is 0.606. (2) The peptide sequence is KTRRFLPQILAECAR. The MHC is DRB1_0401 with pseudo-sequence DRB1_0401. The binding affinity (normalized) is 0.619. (3) The peptide sequence is FIFGEARSLYLNTEL. The MHC is HLA-DPA10301-DPB10402 with pseudo-sequence HLA-DPA10301-DPB10402. The binding affinity (normalized) is 0.447.